Dataset: Catalyst prediction with 721,799 reactions and 888 catalyst types from USPTO. Task: Predict which catalyst facilitates the given reaction. Product: [C:43]([NH:1][C:2]1[S:3][CH:4]=[C:5]([C:7]2([C:25]([NH:27][CH2:28][C:29]3[CH:34]=[C:33]([C:35]([F:36])([F:37])[F:38])[CH:32]=[C:31]([C:39]([F:42])([F:41])[F:40])[CH:30]=3)=[O:26])[CH2:11][CH2:10][CH:9]([N:12]3[CH2:13][CH2:14][CH:15]([C:18]4[CH:23]=[CH:22][C:21]([F:24])=[CH:20][CH:19]=4)[CH2:16][CH2:17]3)[CH2:8]2)[N:6]=1)(=[O:45])[CH3:44]. Reactant: [NH2:1][C:2]1[S:3][CH:4]=[C:5]([C:7]2([C:25]([NH:27][CH2:28][C:29]3[CH:34]=[C:33]([C:35]([F:38])([F:37])[F:36])[CH:32]=[C:31]([C:39]([F:42])([F:41])[F:40])[CH:30]=3)=[O:26])[CH2:11][CH2:10][CH:9]([N:12]3[CH2:17][CH2:16][CH:15]([C:18]4[CH:23]=[CH:22][C:21]([F:24])=[CH:20][CH:19]=4)[CH2:14][CH2:13]3)[CH2:8]2)[N:6]=1.[C:43](OC(=O)C)(=[O:45])[CH3:44].N1C=CC=CC=1. The catalyst class is: 2.